From a dataset of Catalyst prediction with 721,799 reactions and 888 catalyst types from USPTO. Predict which catalyst facilitates the given reaction. (1) Product: [CH2:12]([C:14]1[CH:19]=[CH:18][CH:17]=[C:16]([CH2:20][CH3:21])[C:15]=1[C:22]1[CH:23]=[C:24]2[CH:30]=[CH:29][N:28]([CH:31]([CH2:32][CH2:33][CH3:34])[CH2:35][CH2:36][CH3:37])[C:25]2=[CH:26][N+:27]=1[O-:9])[CH3:13]. Reactant: ClC1C=C(C(OO)=[O:9])C=CC=1.[CH2:12]([C:14]1[CH:19]=[CH:18][CH:17]=[C:16]([CH2:20][CH3:21])[C:15]=1[C:22]1[CH:23]=[C:24]2[CH:30]=[CH:29][N:28]([CH:31]([CH2:35][CH2:36][CH3:37])[CH2:32][CH2:33][CH3:34])[C:25]2=[CH:26][N:27]=1)[CH3:13]. The catalyst class is: 2. (2) Reactant: [NH2:1]CC(N1CCC(C)CC1)=O.[CH2:12]([O:19]C1(OC)C=CC(C(O)=O)=CC1OC)[C:13]1[CH:18]=[CH:17][CH:16]=[CH:15][CH:14]=1.C(N(C(C)C)CC)(C)C.C[NH3+].F[P-](F)(F)(F)(F)F.N1(OC(N(C)C)=[N+](C)C)C2N=CC=CC=2N=N1.F[P-](F)(F)(F)(F)F. Product: [C:12]([NH2:1])(=[O:19])[C:13]1[CH:18]=[CH:17][CH:16]=[CH:15][CH:14]=1. The catalyst class is: 3. (3) Reactant: C(OC([N:8]([CH3:18])[C:9]1[CH:17]=[CH:16][C:12]([C:13]([OH:15])=O)=[CH:11][CH:10]=1)=O)(C)(C)C.F[C:20]1[C:25]([NH2:26])=[CH:24][CH:23]=[C:22]([F:27])[N:21]=1.CN(C=O)C.C([O-])([O-])=O.[K+].[K+]. Product: [F:27][C:22]1[N:21]=[C:20]2[O:15][C:13]([C:12]3[CH:11]=[CH:10][C:9]([NH:8][CH3:18])=[CH:17][CH:16]=3)=[N:26][C:25]2=[CH:24][CH:23]=1. The catalyst class is: 272. (4) Reactant: [F:1][C:2]1[C:7]([OH:8])=[CH:6][N:5]=[C:4]2[NH:9][CH:10]=[CH:11][C:3]=12.[H-].[Na+].[CH2:14]([O:21][C:22]1[C:23]([CH3:32])=[C:24]2[N:29]([CH:30]=1)[N:28]=[CH:27][N:26]=[C:25]2Cl)[C:15]1[CH:20]=[CH:19][CH:18]=[CH:17][CH:16]=1.[Cl-].[NH4+]. Product: [CH2:14]([O:21][C:22]1[C:23]([CH3:32])=[C:24]2[N:29]([CH:30]=1)[N:28]=[CH:27][N:26]=[C:25]2[O:8][C:7]1[C:2]([F:1])=[C:3]2[CH:11]=[CH:10][NH:9][C:4]2=[N:5][CH:6]=1)[C:15]1[CH:16]=[CH:17][CH:18]=[CH:19][CH:20]=1. The catalyst class is: 3. (5) The catalyst class is: 22. Reactant: [OH-].[Na+].[OH:3][CH2:4][CH2:5][NH:6][CH3:7].O.Cl[CH2:10][C:11]([CH3:13])=[CH2:12]. Product: [OH:3][CH2:4][CH2:5][N:6]([CH3:7])[CH2:10][C:11]([CH3:13])=[CH2:12]. (6) Reactant: [CH3:1][NH:2][C:3]([C:5]1[S:6][C:7]([C:11]([CH3:14])([CH3:13])[CH3:12])=[CH:8][C:9]=1[NH2:10])=[O:4].[F:15][C:16]1[CH:21]=[CH:20][C:19]([N:22]=[C:23]=[O:24])=[CH:18][CH:17]=1. Product: [CH3:1][NH:2][C:3]([C:5]1[S:6][C:7]([C:11]([CH3:14])([CH3:13])[CH3:12])=[CH:8][C:9]=1[NH:10][C:23]([NH:22][C:19]1[CH:20]=[CH:21][C:16]([F:15])=[CH:17][CH:18]=1)=[O:24])=[O:4]. The catalyst class is: 11. (7) Reactant: N(C(OC(C)(C)C)=O)=NC(OC(C)(C)C)=O.[OH:17][CH2:18][CH2:19][C@@H:20]1[CH2:26][C@@H:25]2[C@@H:23]([CH2:24]2)[CH2:22][N:21]1C(OC(C)(C)C)=O.[F:34][C:35]([F:44])([F:43])[C:36]1[CH:37]=[CH:38][C:39](=O)[NH:40][CH:41]=1.C(P(CCCC)CCCC)CCC. Product: [F:34][C:35]([F:44])([F:43])[C:36]1[CH:37]=[CH:38][C:39]([O:17][CH2:18][CH2:19][C@@H:20]2[CH2:26][C@@H:25]3[C@@H:23]([CH2:24]3)[CH2:22][NH:21]2)=[N:40][CH:41]=1. The catalyst class is: 1. (8) Reactant: [CH3:1][C@H:2]1[C@H:7]([CH3:8])[NH:6][CH2:5][CH2:4][NH:3]1.C[C@H]1[C@@H](C)NCCN1.CS(O)(=O)=O.C([O-])(=O)C.[K+].Cl[C:28]([O:30][CH2:31][C:32]1[CH:37]=[CH:36][CH:35]=[CH:34][CH:33]=1)=[O:29]. Product: [CH3:1][CH:2]1[CH:7]([CH3:8])[NH:6][CH2:5][CH2:4][N:3]1[C:28]([O:30][CH2:31][C:32]1[CH:37]=[CH:36][CH:35]=[CH:34][CH:33]=1)=[O:29]. The catalyst class is: 97. (9) Reactant: Cl[C:2]1[C:11]2[C:10](=[O:12])[NH:9][CH:8]=[N:7][C:6]=2[N:5]=[C:4]([Cl:13])[CH:3]=1.[NH2:14][C:15]1[CH:20]=[CH:19][C:18]([N:21]2[CH2:26][CH2:25][N:24]([C:27]([O:29][C:30]([CH3:33])([CH3:32])[CH3:31])=[O:28])[CH2:23][CH2:22]2)=[CH:17][C:16]=1[O:34][CH3:35].C(N(C(C)C)CC)(C)C. Product: [Cl:13][C:4]1[CH:3]=[C:2]([NH:14][C:15]2[CH:20]=[CH:19][C:18]([N:21]3[CH2:26][CH2:25][N:24]([C:27]([O:29][C:30]([CH3:31])([CH3:32])[CH3:33])=[O:28])[CH2:23][CH2:22]3)=[CH:17][C:16]=2[O:34][CH3:35])[C:11]2[C:10](=[O:12])[NH:9][CH:8]=[N:7][C:6]=2[N:5]=1. The catalyst class is: 12. (10) The catalyst class is: 8. Reactant: [Si:1]([O:8][CH2:9][C:10]1([CH2:24][O:25][Si:26]([C:29]([CH3:32])([CH3:31])[CH3:30])([CH3:28])[CH3:27])[O:15][C:14]2[CH:16]=[CH:17][C:18]([N+:20]([O-:22])=[O:21])=[CH:19][C:13]=2[NH:12][C:11]1=S)([C:4]([CH3:7])([CH3:6])[CH3:5])([CH3:3])[CH3:2].[NH:33]([C:35]([O:37][CH2:38][CH3:39])=[O:36])[NH2:34]. Product: [Si:1]([O:8][CH2:9][C:10]1([CH2:24][O:25][Si:26]([C:29]([CH3:32])([CH3:31])[CH3:30])([CH3:28])[CH3:27])[O:15][C:14]2[CH:16]=[CH:17][C:18]([N+:20]([O-:22])=[O:21])=[CH:19][C:13]=2[N:12]=[C:11]1[NH:34][NH:33][C:35]([O:37][CH2:38][CH3:39])=[O:36])([C:4]([CH3:7])([CH3:6])[CH3:5])([CH3:3])[CH3:2].